Dataset: Forward reaction prediction with 1.9M reactions from USPTO patents (1976-2016). Task: Predict the product of the given reaction. (1) The product is: [C:1]1([CH3:11])[CH:2]=[CH:3][C:4]([S:7]([OH:10])(=[O:8])=[O:9])=[CH:5][CH:6]=1.[CH3:12][C:13]1[C:17]([C:18]2[CH:23]=[CH:22][CH:21]=[CH:20][CH:19]=2)=[C:16]([CH3:24])[N:15]([C:25]2[CH:30]=[CH:29][C:28]([CH2:31][CH2:32][NH:33][C:34]([NH:36][S:37]([C:40]3[CH:45]=[CH:44][C:43]([O:47][CH3:46])=[CH:42][CH:41]=3)(=[O:38])=[O:39])=[O:35])=[CH:27][CH:26]=2)[N:14]=1. Given the reactants [C:1]1([CH3:11])[CH:6]=[CH:5][C:4]([S:7]([OH:10])(=[O:9])=[O:8])=[CH:3][CH:2]=1.[CH3:12][C:13]1[C:17]([C:18]2[CH:23]=[CH:22][CH:21]=[CH:20][CH:19]=2)=[C:16]([CH3:24])[N:15]([C:25]2[CH:30]=[CH:29][C:28]([CH2:31][CH2:32][NH:33][C:34]([NH:36][S:37]([C:40]3[CH:45]=[CH:44][CH:43]=[CH:42][CH:41]=3)(=[O:39])=[O:38])=[O:35])=[CH:27][CH:26]=2)[N:14]=1.[CH3:46][O:47]C1C=CC(S(N)(=O)=O)=CC=1, predict the reaction product. (2) Given the reactants [NH2:1][C:2]1[CH:7]=[CH:6][C:5]([S:8]([N:11]([CH3:13])[CH3:12])(=[O:10])=[O:9])=[CH:4][C:3]=1[OH:14].[C:15]1(=O)[O:20][C:18](=[O:19])[C:17]2=[CH:21][CH:22]=[CH:23][CH:24]=[C:16]12, predict the reaction product. The product is: [O:19]=[C:18]1[C:17]2[C:16](=[CH:24][CH:23]=[CH:22][CH:21]=2)[C:15](=[O:20])[N:1]1[C:2]1[CH:7]=[CH:6][C:5]([S:8]([N:11]([CH3:12])[CH3:13])(=[O:10])=[O:9])=[CH:4][C:3]=1[OH:14]. (3) Given the reactants [S:1]1[C:5]([C:6](OCC)=[O:7])=[CH:4][CH:3]=[C:2]1[C:11]([O:13][CH2:14][CH3:15])=[O:12].[BH4-].[Na+].O, predict the reaction product. The product is: [OH:7][CH2:6][C:5]1[S:1][C:2]([C:11]([O:13][CH2:14][CH3:15])=[O:12])=[CH:3][CH:4]=1. (4) Given the reactants Cl[C:2]1[N:3]=[CH:4][C:5]2[NH:11][C:10](=[O:12])[CH2:9][CH2:8][N:7]([CH:13]3[CH2:17][CH2:16][CH2:15][CH2:14]3)[C:6]=2[N:18]=1.[NH2:19][C:20]1[CH:28]=[CH:27][C:23]([C:24]([OH:26])=[O:25])=[CH:22][C:21]=1[O:29][CH3:30].C(O)C, predict the reaction product. The product is: [CH:13]1([N:7]2[CH2:8][CH2:9][C:10](=[O:12])[NH:11][C:5]3[CH:4]=[N:3][C:2]([NH:19][C:20]4[CH:28]=[CH:27][C:23]([C:24]([OH:26])=[O:25])=[CH:22][C:21]=4[O:29][CH3:30])=[N:18][C:6]2=3)[CH2:17][CH2:16][CH2:15][CH2:14]1. (5) Given the reactants [NH:1]1[CH2:5][CH2:4][CH2:3][CH2:2]1.CC(C1C=C(C(C)C)C(C2C=CC=CC=2P(C2CCCCC2)C2CCCCC2)=C(C(C)C)C=1)C.CC([O-])(C)C.[Na+].Br[C:47]1[CH:48]=[C:49]2[C:58](=[C:59]3[C:64]=1[CH:63]=[CH:62][CH:61]=[N:60]3)[NH:57][S:56](=[O:66])(=[O:65])[C:55]1[C:50]2=[CH:51][CH:52]=[CH:53][CH:54]=1, predict the reaction product. The product is: [N:1]1([C:47]2[CH:48]=[C:49]3[C:58](=[C:59]4[C:64]=2[CH:63]=[CH:62][CH:61]=[N:60]4)[NH:57][S:56](=[O:66])(=[O:65])[C:55]2[C:50]3=[CH:51][CH:52]=[CH:53][CH:54]=2)[CH2:5][CH2:4][CH2:3][CH2:2]1.